This data is from Full USPTO retrosynthesis dataset with 1.9M reactions from patents (1976-2016). The task is: Predict the reactants needed to synthesize the given product. (1) Given the product [CH3:1][N:2]([CH2:3][CH2:4][N:5]1[C:14]2[C:9](=[CH:10][C:11]([N+:15]([O-:17])=[O:16])=[CH:12][CH:13]=2)[CH2:8][CH2:7][CH2:6]1)[C:26](=[O:27])[O:25][C:19]1[CH:24]=[CH:23][CH:22]=[CH:21][CH:20]=1, predict the reactants needed to synthesize it. The reactants are: [CH3:1][N:2](C)[CH2:3][CH2:4][N:5]1[C:14]2[C:9](=[CH:10][C:11]([N+:15]([O-:17])=[O:16])=[CH:12][CH:13]=2)[CH2:8][CH2:7][CH2:6]1.[C:19]1([O:25][C:26](Cl)=[O:27])[CH:24]=[CH:23][CH:22]=[CH:21][CH:20]=1. (2) Given the product [NH2:25][C:24]1[C:19]([NH:18][C:14]2[CH:15]=[CH:16][CH:17]=[C:12]([C:10](=[O:11])[NH:9][C:4]3[CH:5]=[C:6]([Cl:8])[CH:7]=[C:2]([Cl:1])[CH:3]=3)[CH:13]=2)=[N:20][CH:21]=[CH:22][CH:23]=1, predict the reactants needed to synthesize it. The reactants are: [Cl:1][C:2]1[CH:3]=[C:4]([NH:9][C:10]([C:12]2[CH:13]=[C:14]([NH:18][C:19]3[C:24]([N+:25]([O-])=O)=[CH:23][CH:22]=[CH:21][N:20]=3)[CH:15]=[CH:16][CH:17]=2)=[O:11])[CH:5]=[C:6]([Cl:8])[CH:7]=1.C(=O)(O)[O-].[Na+]. (3) The reactants are: [CH3:1][C:2]1[C:10]2[C:9]([CH2:11][C:12]#[N:13])=[N:8][CH:7]=[N:6][C:5]=2[S:4][CH:3]=1.Cl. Given the product [CH3:1][C:2]1[C:10]2[C:9]([CH2:11][CH2:12][NH2:13])=[N:8][CH:7]=[N:6][C:5]=2[S:4][CH:3]=1, predict the reactants needed to synthesize it. (4) Given the product [F:16][C:2]([F:1])([F:15])[CH2:3][CH:4]1[C:13]2[C:8](=[CH:9][CH:10]=[CH:11][CH:12]=2)[NH:7][CH2:6][CH2:5]1, predict the reactants needed to synthesize it. The reactants are: [F:1][C:2]([F:16])([F:15])[CH2:3][CH:4]1[C:13]2[C:8](=[CH:9][CH:10]=[CH:11][CH:12]=2)[NH:7][C:6](=O)[CH2:5]1.CSC.B. (5) The reactants are: [CH3:1][C:2]([CH3:32])([CH3:31])[C:3]([NH:5][CH2:6][C:7]1[CH:12]=[CH:11][C:10]([NH:13][C:14]([N:16]2[C@H:20]([C@H:21]([C:23]3[CH:28]=[CH:27][C:26]([Cl:29])=[C:25]([Cl:30])[CH:24]=3)[OH:22])[CH2:19][S:18][CH2:17]2)=[O:15])=[CH:9][CH:8]=1)=[O:4].I([O-])(=O)(=O)=[O:34].[Na+]. Given the product [CH3:1][C:2]([CH3:32])([CH3:31])[C:3]([NH:5][CH2:6][C:7]1[CH:8]=[CH:9][C:10]([NH:13][C:14]([N:16]2[C@H:20]([C@H:21]([C:23]3[CH:28]=[CH:27][C:26]([Cl:29])=[C:25]([Cl:30])[CH:24]=3)[OH:22])[CH2:19][S:18](=[O:34])[CH2:17]2)=[O:15])=[CH:11][CH:12]=1)=[O:4], predict the reactants needed to synthesize it. (6) Given the product [Cl:1][C:2]1[N:7]=[C:6]([O:20][C:16]2[CH:17]=[CH:18][CH:19]=[C:14]([N+:11]([O-:13])=[O:12])[CH:15]=2)[C:5]([O:9][CH3:10])=[CH:4][N:3]=1, predict the reactants needed to synthesize it. The reactants are: [Cl:1][C:2]1[N:7]=[C:6](Cl)[C:5]([O:9][CH3:10])=[CH:4][N:3]=1.[N+:11]([C:14]1[CH:15]=[C:16]([OH:20])[CH:17]=[CH:18][CH:19]=1)([O-:13])=[O:12].C([O-])([O-])=O.[K+].[K+].O.